Dataset: Full USPTO retrosynthesis dataset with 1.9M reactions from patents (1976-2016). Task: Predict the reactants needed to synthesize the given product. (1) Given the product [NH2:12][C:11]1[CH:10]=[CH:9][C:8]([C:15]2([C:19]([O:21][CH2:22][CH3:23])=[O:20])[CH2:18][CH2:17][CH2:16]2)=[CH:7][C:6]=1[O:5][CH2:4][CH:1]1[CH2:3][CH2:2]1, predict the reactants needed to synthesize it. The reactants are: [CH:1]1([CH2:4][O:5][C:6]2[CH:7]=[C:8]([C:15]3([C:19]([O:21][CH2:22][CH3:23])=[O:20])[CH2:18][CH2:17][CH2:16]3)[CH:9]=[CH:10][C:11]=2[N+:12]([O-])=O)[CH2:3][CH2:2]1. (2) Given the product [C:45]12([CH2:55][C:56]([NH:44][C:31]3[C:30]4[C:34](=[CH:35][CH:36]=[CH:37][C:29]=4[Cl:28])[N:33]([C:38]4[N:43]=[CH:42][CH:41]=[CH:40][N:39]=4)[CH:32]=3)=[O:57])[CH2:52][CH:51]3[CH2:50][CH:49]([CH2:48][CH:47]([CH2:53]3)[CH2:46]1)[CH2:54]2, predict the reactants needed to synthesize it. The reactants are: F[P-](F)(F)(F)(F)F.N1(O[P+](N(C)C)(N(C)C)N(C)C)C2C=CC=CC=2N=N1.[Cl:28][C:29]1[CH:37]=[CH:36][CH:35]=[C:34]2[C:30]=1[C:31]([NH2:44])=[CH:32][N:33]2[C:38]1[N:43]=[CH:42][CH:41]=[CH:40][N:39]=1.[C:45]12([CH2:55][C:56](O)=[O:57])[CH2:54][CH:49]3[CH2:50][CH:51]([CH2:53][CH:47]([CH2:48]3)[CH2:46]1)[CH2:52]2.CCN(C(C)C)C(C)C. (3) Given the product [F:18][C:19]([F:33])([F:34])[C:20]1[CH:21]=[C:22]([CH:26]=[C:27]([C:29]([F:32])([F:31])[F:30])[CH:28]=1)[CH2:23][N:24]([CH3:25])[C:6](=[O:8])[C:5]1[C:9]([C:11]2[CH:16]=[CH:15][CH:14]=[CH:13][C:12]=2[Cl:17])=[CH:10][C:2]([Cl:1])=[N:3][CH:4]=1, predict the reactants needed to synthesize it. The reactants are: [Cl:1][C:2]1[CH:10]=[C:9]([C:11]2[CH:16]=[CH:15][CH:14]=[CH:13][C:12]=2[Cl:17])[C:5]([C:6]([OH:8])=O)=[CH:4][N:3]=1.[F:18][C:19]([F:34])([F:33])[C:20]1[CH:21]=[C:22]([CH:26]=[C:27]([C:29]([F:32])([F:31])[F:30])[CH:28]=1)[CH2:23][NH:24][CH3:25].C(N(C(C)C)C(C)C)C. (4) Given the product [Br:7][C:8]1[CH:13]=[CH:12][C:11]([NH:14][CH:15]([C:18]2[CH:19]=[CH:20][C:21]([Cl:24])=[CH:22][CH:23]=2)[CH2:16][NH2:17])=[CH:10][CH:9]=1, predict the reactants needed to synthesize it. The reactants are: [H-].[Al+3].[Li+].[H-].[H-].[H-].[Br:7][C:8]1[CH:13]=[CH:12][C:11]([NH:14][CH:15]([C:18]2[CH:23]=[CH:22][C:21]([Cl:24])=[CH:20][CH:19]=2)[C:16]#[N:17])=[CH:10][CH:9]=1.Cl. (5) Given the product [CH3:1][O:2][C:3]([C:5]1[CH:10]=[N:9][C:8]([N:11]2[CH2:14][C:13]([F:16])([F:15])[CH2:12]2)=[C:7]([Br:17])[N:6]=1)=[O:4], predict the reactants needed to synthesize it. The reactants are: [CH3:1][O:2][C:3]([C:5]1[CH:10]=[N:9][C:8]([N:11]2[CH2:14][C:13]([F:16])([F:15])[CH2:12]2)=[CH:7][N:6]=1)=[O:4].[Br:17]N1C(=O)CCC1=O.O. (6) The reactants are: Br[C:2]1[C:3](=[O:13])[C:4]2[C:9]([C:10](=[O:12])[CH:11]=1)=[CH:8][CH:7]=[CH:6][CH:5]=2.[CH:14]1([CH2:20][NH2:21])[CH2:19][CH2:18][CH2:17][CH2:16][CH2:15]1. Given the product [CH:14]1([CH2:20][NH:21][C:2]2[C:3](=[O:13])[C:4]3[C:9]([C:10](=[O:12])[CH:11]=2)=[CH:8][CH:7]=[CH:6][CH:5]=3)[CH2:19][CH2:18][CH2:17][CH2:16][CH2:15]1, predict the reactants needed to synthesize it. (7) Given the product [F:25][C:23]([F:24])([F:26])[C:21]1[CH:22]=[C:17]2[N:16]=[CH:15][N:14]([CH2:13][C:11]3[CH:10]=[CH:9][C:7]4[N:8]=[C:4]([NH:27][C@@H:28]5[CH2:33][CH2:32][CH2:31][CH2:30][C@H:29]5[OH:34])[S:5][C:6]=4[CH:12]=3)[C:18]2=[N:19][CH:20]=1, predict the reactants needed to synthesize it. The reactants are: CS([C:4]1[S:5][C:6]2[CH:12]=[C:11]([CH2:13][N:14]3[C:18]4=[N:19][CH:20]=[C:21]([C:23]([F:26])([F:25])[F:24])[CH:22]=[C:17]4[N:16]=[CH:15]3)[CH:10]=[CH:9][C:7]=2[N:8]=1)=O.[NH2:27][C@@H:28]1[CH2:33][CH2:32][CH2:31][CH2:30][C@H:29]1[OH:34].CCN(C(C)C)C(C)C.